From a dataset of Full USPTO retrosynthesis dataset with 1.9M reactions from patents (1976-2016). Predict the reactants needed to synthesize the given product. Given the product [F:1][C:2]1[CH:7]=[CH:6][C:5]([CH2:8][CH2:9][S:10]([N:13]2[CH2:14][CH2:15][CH:16]([CH2:19][NH:20][C:26](=[O:27])[C:25]3[CH:29]=[CH:30][C:22]([OH:21])=[CH:23][CH:24]=3)[CH2:17][CH2:18]2)(=[O:11])=[O:12])=[CH:4][CH:3]=1, predict the reactants needed to synthesize it. The reactants are: [F:1][C:2]1[CH:7]=[CH:6][C:5]([CH2:8][CH2:9][S:10]([N:13]2[CH2:18][CH2:17][CH:16]([CH2:19][NH2:20])[CH2:15][CH2:14]2)(=[O:12])=[O:11])=[CH:4][CH:3]=1.[OH:21][C:22]1[CH:30]=[CH:29][C:25]([C:26](O)=[O:27])=[CH:24][CH:23]=1.